Dataset: TCR-epitope binding with 47,182 pairs between 192 epitopes and 23,139 TCRs. Task: Binary Classification. Given a T-cell receptor sequence (or CDR3 region) and an epitope sequence, predict whether binding occurs between them. (1) The epitope is RLQSLQTYV. The TCR CDR3 sequence is CASSQGPFREEAFF. Result: 0 (the TCR does not bind to the epitope). (2) The epitope is VTIAEILLI. The TCR CDR3 sequence is CSARVGQLGYNEQFF. Result: 0 (the TCR does not bind to the epitope). (3) The epitope is FLNRFTTTL. The TCR CDR3 sequence is CASSQGILTDYGYTF. Result: 0 (the TCR does not bind to the epitope). (4) The epitope is TPGPGVRYPL. The TCR CDR3 sequence is CATSDEVAGGRHHEQFF. Result: 1 (the TCR binds to the epitope). (5) The epitope is KLNVGDYFV. The TCR CDR3 sequence is CASSLHDGGQGYNEQFF. Result: 1 (the TCR binds to the epitope). (6) The epitope is ILHCANFNV. The TCR CDR3 sequence is CASSFGGTEQFF. Result: 1 (the TCR binds to the epitope). (7) The epitope is KLWAQCVQL. The TCR CDR3 sequence is CASSYFSGGASAKNIQYF. Result: 1 (the TCR binds to the epitope). (8) The epitope is QECVRGTTVL. The TCR CDR3 sequence is CASSPGTYYEQYF. Result: 1 (the TCR binds to the epitope). (9) The epitope is TPINLVRDL. The TCR CDR3 sequence is CASSYLVGRGAIAHYGYTF. Result: 0 (the TCR does not bind to the epitope). (10) The epitope is RAKFKQLL. The TCR CDR3 sequence is CASSQAQGMGNSPLHF. Result: 1 (the TCR binds to the epitope).